Dataset: Forward reaction prediction with 1.9M reactions from USPTO patents (1976-2016). Task: Predict the product of the given reaction. (1) Given the reactants Cl[C:2]1[N:3]=[N:4][C:5]([C:8]2[S:12][N:11]=[C:10]([CH3:13])[N:9]=2)=[CH:6][CH:7]=1.Cl.[NH:15]1[CH2:20][CH2:19][C:18]2([C:28]3[C:23](=[CH:24][CH:25]=[CH:26][CH:27]=3)[CH2:22][CH2:21]2)[CH2:17][CH2:16]1.C(=O)([O-])[O-].[K+].[K+], predict the reaction product. The product is: [CH3:13][C:10]1[N:9]=[C:8]([C:5]2[N:4]=[N:3][C:2]([N:15]3[CH2:20][CH2:19][C:18]4([C:28]5[C:23](=[CH:24][CH:25]=[CH:26][CH:27]=5)[CH2:22][CH2:21]4)[CH2:17][CH2:16]3)=[CH:7][CH:6]=2)[S:12][N:11]=1. (2) Given the reactants [Cl:1][C:2]1[C:15]([N:16]2[C:20](=[O:21])[NH:19][C:18]([C:22]3[CH:27]=[CH:26][C:25](I)=[CH:24][CH:23]=3)=[N:17]2)=[CH:14][C:5]([CH2:6][NH:7][C:8](=[O:13])[C:9]([CH3:12])([CH3:11])[CH3:10])=[C:4]([F:29])[CH:3]=1.[C:30]([CH:32]1[CH2:34][CH2:33]1)#[CH:31].CCCC[N+](CCCC)(CCCC)CCCC.[F-], predict the reaction product. The product is: [Cl:1][C:2]1[C:15]([N:16]2[C:20](=[O:21])[NH:19][C:18]([C:22]3[CH:27]=[CH:26][C:25]([C:31]#[C:30][CH:32]4[CH2:34][CH2:33]4)=[CH:24][CH:23]=3)=[N:17]2)=[CH:14][C:5]([CH2:6][NH:7][C:8](=[O:13])[C:9]([CH3:12])([CH3:11])[CH3:10])=[C:4]([F:29])[CH:3]=1. (3) Given the reactants [NH2:1][C@@H:2]([CH2:30][C:31]1[CH:36]=[C:35]([F:37])[CH:34]=[C:33]([F:38])[CH:32]=1)[C@@H:3]([C@H:5]1[CH2:9][C@H:8]([O:10][C:11]2[CH:16]=[CH:15][CH:14]=[CH:13][N:12]=2)[CH2:7][N:6]1C(C1C=CC=CC=1)C1C=CC=CC=1)[OH:4].N[C@@H](CC1C=C(F)C=C(F)C=1)[C@@H]([C@H]1C[C@@H](OC2C=CC=CN=2)CN1C(C1C=CC=CC=1)C1C=CC=CC=1)O.[C:77]([NH:80][C@:81]1([C@@H:130]([CH2:132][CH3:133])[CH3:131])[CH2:85][CH2:84][N:83]([C@@H:86]([CH2:121][CH2:122][C:123]2[CH:128]=[CH:127][CH:126]=[CH:125][CH:124]=2)[C:87](N[C@@H](CC2C=C(F)C=C(F)C=2)[C@@H]([C@H]2CCCCN2C(C2C=CC=CC=2)C2C=CC=CC=2)O)=[O:88])[C:82]1=[O:129])(=[O:79])[CH3:78].[Li+].[OH-], predict the reaction product. The product is: [C:77]([NH:80][C@:81]1([C@@H:130]([CH2:132][CH3:133])[CH3:131])[CH2:85][CH2:84][N:83]([C@@H:86]([CH2:121][CH2:122][C:123]2[CH:124]=[CH:125][CH:126]=[CH:127][CH:128]=2)[C:87]([NH:1][C@@H:2]([CH2:30][C:31]2[CH:32]=[C:33]([F:38])[CH:34]=[C:35]([F:37])[CH:36]=2)[C@H:3]([OH:4])[C@H:5]2[CH2:9][C@@H:8]([O:10][C:11]3[CH:16]=[CH:15][CH:14]=[CH:13][N:12]=3)[CH2:7][NH:6]2)=[O:88])[C:82]1=[O:129])(=[O:79])[CH3:78]. (4) Given the reactants [H-].C([Al+]CC(C)C)C(C)C.[CH3:11][C:12]1[CH:17]=[CH:16][C:15]([I:18])=[CH:14][C:13]=1[O:19][CH2:20][CH2:21][CH2:22][CH2:23][CH2:24][CH2:25][CH3:26].C(C(C(C([O-])=O)O)O)([O-])=[O:28].[Na].[K], predict the reaction product. The product is: [CH2:20]([O:19][C:13]1[CH:14]=[C:15]([I:18])[CH:16]=[CH:17][C:12]=1[CH2:11][OH:28])[CH2:21][CH2:22][CH2:23][CH2:24][CH2:25][CH3:26]. (5) Given the reactants Cl[C:2]1[N:7]=[C:6](Cl)[C:5]([F:9])=[CH:4][N:3]=1.[NH2:10][C:11]1[CH:12]=[C:13]([CH:18]=[CH:19][CH:20]=1)[O:14][CH2:15][CH2:16][OH:17], predict the reaction product. The product is: [OH:17][CH2:16][CH2:15][O:14][C:13]1[CH:12]=[C:11]([NH:10][C:2]2[N:7]=[C:6]([NH:10][C:11]3[CH:20]=[CH:19][CH:18]=[C:13]([O:14][CH2:15][CH2:16][OH:17])[CH:12]=3)[C:5]([F:9])=[CH:4][N:3]=2)[CH:20]=[CH:19][CH:18]=1. (6) The product is: [F:1][C:2]1[CH:3]=[C:4]([OH:9])[CH:5]=[CH:6][C:7]=1[CH3:8]. Given the reactants [F:1][C:2]1[CH:3]=[C:4]([O:9]C)[CH:5]=[CH:6][C:7]=1[CH3:8].B(Br)(Br)Br, predict the reaction product. (7) Given the reactants C(OC1C(F)=CC=C2C=1C(CCN(C)C)=CN2)C1C=CC=CC=1.[CH2:24]([N:27]1[C:35]2[C:30](=[C:31]3[O:39][CH2:38][CH2:37][O:36][C:32]3=[CH:33][CH:34]=2)[C:29]([CH2:40][C:41]([NH2:43])=O)=[CH:28]1)[CH2:25][CH3:26], predict the reaction product. The product is: [CH2:24]([N:27]1[C:35]2[C:30](=[C:31]3[O:39][CH2:38][CH2:37][O:36][C:32]3=[CH:33][CH:34]=2)[C:29]([CH2:40][CH2:41][NH2:43])=[CH:28]1)[CH2:25][CH3:26]. (8) Given the reactants [Br:1][C:2]1[CH:3]=[C:4]([Cl:20])[C:5]2[O:9][C:8]([CH2:10][CH2:11][NH:12][CH2:13][CH:14]([O:17][CH3:18])[O:15][CH3:16])=[CH:7][C:6]=2[CH:19]=1.C(N(C(C)C)CC)(C)C.Cl[C:31]([O:33][CH2:34][CH3:35])=[O:32].O, predict the reaction product. The product is: [Br:1][C:2]1[CH:3]=[C:4]([Cl:20])[C:5]2[O:9][C:8]([CH2:10][CH2:11][N:12]([CH2:13][CH:14]([O:15][CH3:16])[O:17][CH3:18])[C:31](=[O:32])[O:33][CH2:34][CH3:35])=[CH:7][C:6]=2[CH:19]=1. (9) The product is: [N:1]1([C:46]([O:49][CH2:48][C:29]2[CH:34]=[CH:33][CH:32]=[CH:31][CH:30]=2)=[O:47])[CH2:44][CH2:43][CH2:42][C@@H:2]1[C:3]([NH:5][C@H:6]([C:10]([N:12]([CH3:41])[C@H:13]([C:17]([N:19]1[CH2:40][CH2:39][CH2:38][C@H:20]1[C:21]([N:23]1[CH2:37][CH2:36][CH2:35][C@H:24]1[C:25]([NH:27][CH2:28][C:29]1[CH:30]=[CH:31][CH:32]=[CH:33][CH:34]=1)=[O:26])=[O:22])=[O:18])[CH:14]([CH3:16])[CH3:15])=[O:11])[CH:7]([CH3:9])[CH3:8])=[O:4]. Given the reactants [NH:1]1[CH2:44][CH2:43][CH2:42][C@@H:2]1[C:3]([NH:5][C@H:6]([C:10]([N:12]([CH3:41])[C@H:13]([C:17]([N:19]1[CH2:40][CH2:39][CH2:38][C@H:20]1[C:21]([N:23]1[CH2:37][CH2:36][CH2:35][C@H:24]1[C:25]([NH:27][CH2:28][C:29]1[CH:34]=[CH:33][CH:32]=[CH:31][CH:30]=1)=[O:26])=[O:22])=[O:18])[CH:14]([CH3:16])[CH3:15])=[O:11])[CH:7]([CH3:9])[CH3:8])=[O:4].Cl.[CH2:46]=[O:47].[CH3:48][OH:49], predict the reaction product. (10) Given the reactants [Cl:1][C:2]1[S:6][C:5]([NH:7][C:8](=[O:36])[N:9]([C:25]2[CH:26]=[C:27]([CH:33]=[CH:34][CH:35]=2)[C:28]([O:30]CC)=[O:29])[CH2:10][CH2:11][CH:12]([C:19]2[CH:24]=[CH:23][CH:22]=[CH:21][CH:20]=2)[C:13]2[CH:18]=[CH:17][CH:16]=[CH:15][CH:14]=2)=[N:4][C:3]=1[C:37]1[CH:42]=[CH:41][C:40]([NH:43][S:44]([CH3:47])(=[O:46])=[O:45])=[CH:39][CH:38]=1.O.[OH-].[Li+], predict the reaction product. The product is: [Cl:1][C:2]1[S:6][C:5]([NH:7][C:8]([N:9]([CH2:10][CH2:11][CH:12]([C:13]2[CH:18]=[CH:17][CH:16]=[CH:15][CH:14]=2)[C:19]2[CH:24]=[CH:23][CH:22]=[CH:21][CH:20]=2)[C:25]2[CH:26]=[C:27]([CH:33]=[CH:34][CH:35]=2)[C:28]([OH:30])=[O:29])=[O:36])=[N:4][C:3]=1[C:37]1[CH:38]=[CH:39][C:40]([NH:43][S:44]([CH3:47])(=[O:45])=[O:46])=[CH:41][CH:42]=1.